From a dataset of Full USPTO retrosynthesis dataset with 1.9M reactions from patents (1976-2016). Predict the reactants needed to synthesize the given product. (1) Given the product [Cl:13][CH2:12][CH2:11][CH2:10][N:3]1[CH2:4][CH2:5][CH2:6][CH:2]1[CH3:1], predict the reactants needed to synthesize it. The reactants are: [CH3:1][CH:2]1[CH2:6][CH2:5][CH2:4][NH:3]1.[OH-].[Na+].Br[CH2:10][CH2:11][CH2:12][Cl:13]. (2) Given the product [CH3:30][O:29][N:27]([CH3:28])[C:25]([C:10]1[C:11]2[C:16](=[O:17])[N:15]([CH3:18])[C:14](=[O:19])[N:13]([CH2:20][CH:21]([CH3:23])[CH3:22])[C:12]=2[S:24][C:9]=1[CH2:8][N:34]1[C:35]2[CH:40]=[CH:39][CH:38]=[CH:37][C:36]=2[O:32][C:33]1=[O:41])=[O:26], predict the reactants needed to synthesize it. The reactants are: ClC1N=C(C)N([CH2:8][C:9]2[S:24][C:12]3[N:13]([CH2:20][CH:21]([CH3:23])[CH3:22])[C:14](=[O:19])[N:15]([CH3:18])[C:16](=[O:17])[C:11]=3[C:10]=2[C:25]([N:27]([O:29][CH3:30])[CH3:28])=[O:26])C=1Cl.[O:32]1[C:36]2[CH:37]=[CH:38][CH:39]=[CH:40][C:35]=2[NH:34][C:33]1=[O:41]. (3) Given the product [Cl:24][C:25]1[CH:31]=[C:30]([O:32][C:33]2[C:34]3[N:41]([CH2:42][CH2:43][O:44][CH2:45][CH2:46][O:47][CH3:48])[CH:40]=[CH:39][C:35]=3[N:36]=[CH:37][N:38]=2)[CH:29]=[CH:28][C:26]=1[NH:27][C:15]([NH:1][C:2]1[CH:6]=[C:5]([CH3:7])[O:4][N:3]=1)=[O:16], predict the reactants needed to synthesize it. The reactants are: [NH2:1][C:2]1[CH:6]=[C:5]([CH3:7])[O:4][N:3]=1.N1C=CC=CC=1.Cl[C:15](OC1C=CC=CC=1)=[O:16].[Cl:24][C:25]1[CH:31]=[C:30]([O:32][C:33]2[C:34]3[N:41]([CH2:42][CH2:43][O:44][CH2:45][CH2:46][O:47][CH3:48])[CH:40]=[CH:39][C:35]=3[N:36]=[CH:37][N:38]=2)[CH:29]=[CH:28][C:26]=1[NH2:27]. (4) Given the product [Si:38]([O:10][CH2:9][C@@H:8]([CH3:11])[C@@H:7]1[C@:12]2([CH3:25])[C@H:4]([C@H:3]3[C@H:15]([CH2:14][CH2:13]2)[C@:16]2([CH3:24])[C:21](=[CH:20][C:19](=[O:23])[CH2:18][CH2:17]2)[CH2:22][C@H:2]3[OH:1])[CH2:5][CH2:6]1)([C:34]([CH3:37])([CH3:36])[CH3:35])([CH3:41])[CH3:40], predict the reactants needed to synthesize it. The reactants are: [OH:1][C@@H:2]1[CH2:22][C:21]2[C@:16]([CH3:24])([CH2:17][CH2:18][C:19](=[O:23])[CH:20]=2)[C@@H:15]2[C@@H:3]1[C@H:4]1[C@:12]([CH3:25])([CH2:13][CH2:14]2)[C@@H:7]([C@H:8]([CH3:11])[CH2:9][OH:10])[CH2:6][CH2:5]1.N1C=CN=C1.ClCCl.[C:34]([Si:38]([CH3:41])([CH3:40])Cl)([CH3:37])([CH3:36])[CH3:35]. (5) Given the product [F:1][C:2]([F:13])([F:12])[C:3]([NH:5][C:6]([CH3:11])([CH3:10])[C:7]([Cl:16])=[O:8])=[O:4], predict the reactants needed to synthesize it. The reactants are: [F:1][C:2]([F:13])([F:12])[C:3]([NH:5][C:6]([CH3:11])([CH3:10])[C:7](O)=[O:8])=[O:4].S(Cl)([Cl:16])=O. (6) Given the product [CH3:12][O:11][C:9]1[CH:8]=[CH:7][C:5]2[N:6]=[C:2]([N:13]3[CH2:18][CH2:17][O:16][CH2:15][CH2:14]3)[S:3][C:4]=2[CH:10]=1, predict the reactants needed to synthesize it. The reactants are: Cl[C:2]1[S:3][C:4]2[CH:10]=[C:9]([O:11][CH3:12])[CH:8]=[CH:7][C:5]=2[N:6]=1.[NH:13]1[CH2:18][CH2:17][O:16][CH2:15][CH2:14]1.C(N(CC)CC)C.